This data is from Catalyst prediction with 721,799 reactions and 888 catalyst types from USPTO. The task is: Predict which catalyst facilitates the given reaction. (1) Reactant: [Cl:1][C:2]1[CH:3]=[C:4]([C:8]2[N:9]=[C:10]([CH2:20][C:21]3[CH:26]=[CH:25][C:24]([CH2:27][C:28](O)=[O:29])=[CH:23][CH:22]=3)[C:11]3[S:17](=[O:19])(=[O:18])[CH2:16][CH2:15][CH2:14][C:12]=3[N:13]=2)[CH:5]=[CH:6][CH:7]=1.C(Cl)CCl.C1C=CC2N(O)N=[N:41]C=2C=1.N.CO. Product: [Cl:1][C:2]1[CH:3]=[C:4]([C:8]2[N:9]=[C:10]([CH2:20][C:21]3[CH:26]=[CH:25][C:24]([CH2:27][C:28]([NH2:41])=[O:29])=[CH:23][CH:22]=3)[C:11]3[S:17](=[O:18])(=[O:19])[CH2:16][CH2:15][CH2:14][C:12]=3[N:13]=2)[CH:5]=[CH:6][CH:7]=1. The catalyst class is: 39. (2) Reactant: [F:1][C:2]([F:17])([F:16])[O:3][C:4]1[CH:15]=[CH:14][C:7]([CH2:8][CH:9]([CH2:12][OH:13])[CH2:10]O)=[CH:6][CH:5]=1.C([Li])CCC.CCCCCC.C1(C)C=CC(S(Cl)(=O)=O)=CC=1.[Cl-].[NH4+]. Product: [F:1][C:2]([F:17])([F:16])[O:3][C:4]1[CH:15]=[CH:14][C:7]([CH2:8][CH:9]2[CH2:12][O:13][CH2:10]2)=[CH:6][CH:5]=1. The catalyst class is: 7. (3) Reactant: C([O:4][C@@H:5]1[C@@H:13]([CH2:14][O:15]C(=O)C)[O:12][CH:11]2[CH:7]([N:8]=[C:9]([NH:19][CH2:20][C:21]([F:24])([F:23])[F:22])[S:10]2)[C@H:6]1[O:25]C(=O)C)(=O)C.C([O-])([O-])=O.[K+].[K+]. Product: [OH:15][CH2:14][C@H:13]1[O:12][CH:11]2[CH:7]([N:8]=[C:9]([NH:19][CH2:20][C:21]([F:24])([F:22])[F:23])[S:10]2)[C@@H:6]([OH:25])[C@@H:5]1[OH:4]. The catalyst class is: 5. (4) Reactant: Cl.C(N=C=NCCCN(C)C)C.Cl.[O:14]=[C:15]1[CH:20]=[C:19]([C:21]2[C:30]3[C:25](=[CH:26][C:27]([O:36][CH3:37])=[C:28]4[O:33][C:32]([CH3:35])([CH3:34])[CH2:31][C:29]4=3)[CH2:24][C:23]([CH3:39])([CH3:38])[N:22]=2)[CH:18]=[CH:17][N:16]1[CH2:40][C:41](O)=[O:42].[NH2:44][C:45]1[CH:46]=[N:47][CH:48]=[CH:49][CH:50]=1.O.ON1C2C=CC=CC=2N=N1. Product: [O:14]=[C:15]1[CH:20]=[C:19]([C:21]2[C:30]3[C:25](=[CH:26][C:27]([O:36][CH3:37])=[C:28]4[O:33][C:32]([CH3:34])([CH3:35])[CH2:31][C:29]4=3)[CH2:24][C:23]([CH3:39])([CH3:38])[N:22]=2)[CH:18]=[CH:17][N:16]1[CH2:40][C:41]([NH:44][C:45]1[CH:46]=[N:47][CH:48]=[CH:49][CH:50]=1)=[O:42]. The catalyst class is: 9. (5) Reactant: [Cl:1][C:2]1[C:7]([CH2:8][CH2:9]O)=[C:6]([NH:11][C@@H:12]2[C:20]3[C:15](=[CH:16][CH:17]=[CH:18][CH:19]=3)[CH2:14][CH2:13]2)[N:5]=[CH:4][N:3]=1.[C:21]1(=[O:31])[NH:25][C:24](=[O:26])[C:23]2=[CH:27][CH:28]=[CH:29][CH:30]=[C:22]12.C1(P(C2C=CC=CC=2)C2C=CC=CC=2)C=CC=CC=1.CC(OC(/N=N/C(OC(C)C)=O)=O)C. Product: [Cl:1][C:2]1[C:7]([CH2:8][CH2:9][N:25]2[C:21](=[O:31])[C:22]3[C:23](=[CH:27][CH:28]=[CH:29][CH:30]=3)[C:24]2=[O:26])=[C:6]([NH:11][C@@H:12]2[C:20]3[C:15](=[CH:16][CH:17]=[CH:18][CH:19]=3)[CH2:14][CH2:13]2)[N:5]=[CH:4][N:3]=1. The catalyst class is: 1. (6) Reactant: C[O:2][C:3](=[O:39])[C:4]1[CH:9]=[CH:8][C:7]([S:10](=[O:38])(=[O:37])[NH:11][C:12]2[C:13]([CH3:36])=[N:14][C:15]([O:18][CH2:19][C:20]3[C:21]([C:28]4[C:33]([Cl:34])=[CH:32][CH:31]=[CH:30][C:29]=4[Cl:35])=[N:22][O:23][C:24]=3[CH:25]([CH3:27])[CH3:26])=[CH:16][CH:17]=2)=[CH:6][CH:5]=1.[H-].[Na+].[CH3:42]I.[OH-].[Na+]. Product: [Cl:35][C:29]1[CH:30]=[CH:31][CH:32]=[C:33]([Cl:34])[C:28]=1[C:21]1[C:20]([CH2:19][O:18][C:15]2[N:14]=[C:13]([CH3:36])[C:12]([N:11]([CH3:42])[S:10]([C:7]3[CH:8]=[CH:9][C:4]([C:3]([OH:2])=[O:39])=[CH:5][CH:6]=3)(=[O:38])=[O:37])=[CH:17][CH:16]=2)=[C:24]([CH:25]([CH3:27])[CH3:26])[O:23][N:22]=1. The catalyst class is: 20.